Dataset: Full USPTO retrosynthesis dataset with 1.9M reactions from patents (1976-2016). Task: Predict the reactants needed to synthesize the given product. (1) Given the product [Br:1][C:2]1[C:3]([F:10])=[CH:4][C:5]([Si:24]([CH3:26])([CH3:25])[CH3:23])=[C:6]([F:8])[CH:7]=1, predict the reactants needed to synthesize it. The reactants are: [Br:1][C:2]1[CH:7]=[C:6]([F:8])[C:5](Br)=[CH:4][C:3]=1[F:10].C(=O)=O.CC(C)=O.[Li]CCCC.[CH3:23][Si:24](Cl)([CH3:26])[CH3:25].[Cl-].[NH4+]. (2) Given the product [ClH:22].[Cl:22][C:14]1[CH:15]=[N:16][C:17]2[CH:18]=[CH:19][C:20](=[O:21])[N:11]3[CH2:10][CH:9]([CH2:8][N:5]4[CH2:6][CH2:7][C@H:2]([NH:1][CH2:35][C:33]5[CH:32]=[CH:31][C:28]6[S:29][CH2:30][C:25](=[O:24])[NH:26][C:27]=6[N:34]=5)[C@H:3]([OH:23])[CH2:4]4)[C:13]=1[C:12]=23, predict the reactants needed to synthesize it. The reactants are: [NH2:1][C@H:2]1[CH2:7][CH2:6][N:5]([CH2:8][CH:9]2[C:13]3=[C:14]([Cl:22])[CH:15]=[N:16][C:17]4[CH:18]=[CH:19][C:20](=[O:21])[N:11]([C:12]=43)[CH2:10]2)[CH2:4][C@H:3]1[OH:23].[O:24]=[C:25]1[CH2:30][S:29][C:28]2[CH:31]=[CH:32][C:33]([CH:35]=O)=[N:34][C:27]=2[NH:26]1. (3) Given the product [N+:16]([C:15]1[CH:7]=[CH:8][C:9]([C:10]([NH2:12])=[O:11])=[CH:13][C:14]=1[N:1]1[CH2:5][CH2:4][CH2:3][CH2:2]1)([O-:18])=[O:17], predict the reactants needed to synthesize it. The reactants are: [NH:1]1[CH2:5][CH2:4][CH2:3][CH2:2]1.F[C:7]1[CH:8]=[C:9]([CH:13]=[CH:14][C:15]=1[N+:16]([O-:18])=[O:17])[C:10]([NH2:12])=[O:11].C(=O)([O-])[O-].[K+].[K+]. (4) Given the product [CH:2]([C:3]1[N:19]=[CH:18][C:6]2[O:7][CH2:8][CH2:9][N:10]([C:11]([O:13][C:14]([CH3:15])([CH3:16])[CH3:17])=[O:12])[C:5]=2[CH:4]=1)=[O:1], predict the reactants needed to synthesize it. The reactants are: [OH:1][CH2:2][C:3]1[N:19]=[CH:18][C:6]2[O:7][CH2:8][CH2:9][N:10]([C:11]([O:13][C:14]([CH3:17])([CH3:16])[CH3:15])=[O:12])[C:5]=2[CH:4]=1. (5) Given the product [CH3:25][CH2:26][N:12]1[C:11]2[C:10]([CH2:17][CH2:16][CH2:19][CH2:20][CH2:21][CH3:22])=[CH:9][CH:8]=[CH:7][C:6]=2[C:5]2[C:13]1=[CH:1][CH:2]=[CH:3][CH:4]=2, predict the reactants needed to synthesize it. The reactants are: [CH:1]1[C:13]2[NH:12][C:11]3[C:6](=[CH:7][CH:8]=[CH:9][CH:10]=3)[C:5]=2[CH:4]=[CH:3][CH:2]=1.C([CH:16]([CH2:19][CH2:20][CH2:21][CH3:22])[CH2:17]Br)C.[OH-].[Na+].[CH2:25](N1C2C=CC=CC=2C2C1=CC=CC=2)[CH2:26]CCCCC. (6) Given the product [ClH:30].[CH3:1][CH:2]1[CH2:7][CH2:6][CH2:5][CH2:4][N:3]1[CH2:8][C:9]1[N:14]=[C:13]([NH:15][C:16]([NH:18][C:19]2[N:20]=[C:21]([C:24]3[CH:25]=[CH:26][N:27]=[CH:28][CH:29]=3)[S:22][CH:23]=2)=[O:17])[CH:12]=[CH:11][CH:10]=1, predict the reactants needed to synthesize it. The reactants are: [CH3:1][CH:2]1[CH2:7][CH2:6][CH2:5][CH2:4][N:3]1[CH2:8][C:9]1[N:14]=[C:13]([NH:15][C:16]([NH:18][C:19]2[N:20]=[C:21]([C:24]3[CH:29]=[CH:28][N:27]=[CH:26][CH:25]=3)[S:22][CH:23]=2)=[O:17])[CH:12]=[CH:11][CH:10]=1.[ClH:30]. (7) The reactants are: [C:1]([CH:3]1[CH2:8][CH2:7][C:6](=O)[CH2:5][CH2:4]1)#[N:2].[CH3:10][NH2:11].[BH-](OC(C)=O)(OC(C)=O)OC(C)=O.[Na+]. Given the product [CH3:10][NH:11][CH:6]1[CH2:7][CH2:8][CH:3]([C:1]#[N:2])[CH2:4][CH2:5]1, predict the reactants needed to synthesize it. (8) Given the product [CH3:25][C:19]1[C:20]([CH3:24])=[CH:21][CH:22]=[CH:23][C:18]=1[C:16]1[N:15]=[C:14]([NH2:26])[N:13]=[C:12]([NH:9][CH2:8][CH:7]([C:1]2[CH:6]=[CH:5][CH:4]=[CH:3][CH:2]=2)[CH3:10])[CH:17]=1, predict the reactants needed to synthesize it. The reactants are: [C:1]1([CH:7]([CH3:10])[CH2:8][NH2:9])[CH:6]=[CH:5][CH:4]=[CH:3][CH:2]=1.Cl[C:12]1[CH:17]=[C:16]([C:18]2[CH:23]=[CH:22][CH:21]=[C:20]([CH3:24])[C:19]=2[CH3:25])[N:15]=[C:14]([NH2:26])[N:13]=1. (9) Given the product [Cl:1][C:2]1[CH:7]=[CH:6][C:5]([CH:8]([C:10]2[CH:11]=[CH:12][C:13]([C:16]3[NH:20][C:19]4[CH:21]=[CH:22][C:23]([C:25]([NH2:27])=[O:26])=[CH:24][C:18]=4[N:17]=3)=[CH:14][CH:15]=2)[CH3:9])=[CH:4][CH:3]=1, predict the reactants needed to synthesize it. The reactants are: [Cl:1][C:2]1[CH:7]=[CH:6][C:5]([C:8]([C:10]2[CH:15]=[CH:14][C:13]([C:16]3[NH:20][C:19]4[CH:21]=[CH:22][C:23]([C:25]([NH2:27])=[O:26])=[CH:24][C:18]=4[N:17]=3)=[CH:12][CH:11]=2)=[CH2:9])=[CH:4][CH:3]=1.N#N. (10) Given the product [C:17]([CH2:2][C:3]1[CH:8]=[CH:7][C:6]([F:9])=[CH:5][C:4]=1[S:10]([N:13]([CH3:15])[CH3:14])(=[O:12])=[O:11])#[N:18], predict the reactants needed to synthesize it. The reactants are: Br[CH2:2][C:3]1[CH:8]=[CH:7][C:6]([F:9])=[CH:5][C:4]=1[S:10]([N:13]([CH3:15])[CH3:14])(=[O:12])=[O:11].O.[C-:17]#[N:18].[Na+].